Dataset: Forward reaction prediction with 1.9M reactions from USPTO patents (1976-2016). Task: Predict the product of the given reaction. (1) Given the reactants [CH3:1][C@@:2]12[CH:11]3[CH2:12][CH:13]=[C:14]4[C@@H:19]5[CH2:20][C:21]([CH3:25])([CH3:24])[CH2:22][CH2:23][C@:18]5([C:26]([OH:28])=[O:27])[CH2:17][CH2:16][C@@:15]4([CH3:29])[C@:10]3([CH3:30])[CH2:9][CH2:8][C@H:7]1[C@@:6]([OH:32])([CH3:31])[C@@H:5]([OH:33])[CH2:4][CH2:3]2.CCN(C(C)C)C(C)C.CN(C(ON1N=NC2C=CC=CC1=2)=[N+](C)C)C.F[P-](F)(F)(F)(F)F.[CH2:67]([NH2:79])[CH2:68][CH2:69][CH2:70][CH2:71][CH2:72][CH2:73][CH2:74][CH2:75][CH2:76][CH2:77][CH3:78], predict the reaction product. The product is: [CH2:67]([NH-:79])[CH2:68][CH2:69][CH2:70][CH2:71][CH2:72][CH2:73][CH2:74][CH2:75][CH2:76][CH2:77][CH3:78].[CH3:1][C@@:2]12[CH:11]3[CH2:12][CH:13]=[C:14]4[C@@H:19]5[CH2:20][C:21]([CH3:24])([CH3:25])[CH2:22][CH2:23][C@:18]5([C:26]([OH:28])=[O:27])[CH2:17][CH2:16][C@@:15]4([CH3:29])[C@:10]3([CH3:30])[CH2:9][CH2:8][C@H:7]1[C@@:6]([OH:32])([CH3:31])[C@@H:5]([OH:33])[CH2:4][CH2:3]2. (2) Given the reactants [OH:1][CH:2]1[CH2:5][N:4]([C:6]([N:8]2[CH2:13][CH:12]([C:14]3[CH:19]=[CH:18][C:17]([C:20]([F:23])([F:22])[F:21])=[CH:16][CH:15]=3)[CH2:11][CH:10]([C:24]([OH:26])=O)[CH2:9]2)=[O:7])[CH2:3]1.[F:27][C:28]1[C:29]([C:35](=[N:37]O)[NH2:36])=[N:30][CH:31]=[C:32]([F:34])[CH:33]=1, predict the reaction product. The product is: [F:27][C:28]1[C:29]([C:35]2[N:36]=[C:24]([CH:10]3[CH2:11][CH:12]([C:14]4[CH:15]=[CH:16][C:17]([C:20]([F:21])([F:23])[F:22])=[CH:18][CH:19]=4)[CH2:13][N:8]([C:6]([N:4]4[CH2:3][CH:2]([OH:1])[CH2:5]4)=[O:7])[CH2:9]3)[O:26][N:37]=2)=[N:30][CH:31]=[C:32]([F:34])[CH:33]=1. (3) Given the reactants [CH2:1]1[C:13]2[C:12]3[CH:11]=[C:10]([C:14]([O:16][CH3:17])=[O:15])[CH:9]=[CH:8][C:7]=3[NH:6][C:5]=2[CH2:4][CH2:3][N:2]1[C:18]([O:20][C:21]([CH3:24])([CH3:23])[CH3:22])=[O:19].[H-].[Na+].I[CH3:28].[NH4+].[Cl-], predict the reaction product. The product is: [CH3:28][N:6]1[C:7]2[CH:8]=[CH:9][C:10]([C:14]([O:16][CH3:17])=[O:15])=[CH:11][C:12]=2[C:13]2[CH2:1][N:2]([C:18]([O:20][C:21]([CH3:24])([CH3:23])[CH3:22])=[O:19])[CH2:3][CH2:4][C:5]1=2. (4) Given the reactants [NH2:1][C:2]1[CH:3]=[C:4]([NH:16][S:17]([C:20]2[CH:25]=[CH:24][CH:23]=[CH:22][CH:21]=2)(=[O:19])=[O:18])[CH:5]=[CH:6][C:7]=1[NH:8][CH2:9][CH:10]1[CH2:15][CH2:14][CH2:13][CH2:12][CH2:11]1.[CH3:26][C:27]([CH3:34])([CH2:31][CH:32]=[CH2:33])[C:28](O)=O.C(N(C(C)C)CC)(C)C.CN(C(ON1N=NC2C=CC=NC1=2)=[N+](C)C)C.F[P-](F)(F)(F)(F)F, predict the reaction product. The product is: [CH:10]1([CH2:9][N:8]2[C:7]3[CH:6]=[CH:5][C:4]([NH:16][S:17]([C:20]4[CH:21]=[CH:22][CH:23]=[CH:24][CH:25]=4)(=[O:19])=[O:18])=[CH:3][C:2]=3[N:1]=[C:26]2[C:27]([CH3:34])([CH3:28])[CH2:31][CH:32]=[CH2:33])[CH2:11][CH2:12][CH2:13][CH2:14][CH2:15]1. (5) Given the reactants [Cl:1][C:2]1[C:11]2[C:6](=[CH:7][CH:8]=[C:9]([C:12]([C:20]3[CH:25]=[CH:24][C:23]([Cl:26])=[CH:22][CH:21]=3)([C:14]3[N:18]([CH3:19])[CH:17]=[N:16][CH:15]=3)O)[CH:10]=2)[N:5]=[C:4]([N:27]([CH3:29])[CH3:28])[C:3]=1[C:30]1[CH:35]=[CH:34][CH:33]=[CH:32][CH:31]=1.[Cu]C#N, predict the reaction product. The product is: [Cl:1][C:2]1[C:11]2[C:6](=[CH:7][CH:8]=[C:9]([CH:12]([C:20]3[CH:21]=[CH:22][C:23]([Cl:26])=[CH:24][CH:25]=3)[C:14]3[N:18]([CH3:19])[CH:17]=[N:16][CH:15]=3)[CH:10]=2)[N:5]=[C:4]([N:27]([CH3:29])[CH3:28])[C:3]=1[C:30]1[CH:31]=[CH:32][CH:33]=[CH:34][CH:35]=1. (6) Given the reactants [C:1]([N:4]1[C:13]2[C:8](=[CH:9][C:10]([C:14]([O:16][CH2:17][CH3:18])=[O:15])=[CH:11][CH:12]=2)[C@H:7]([NH:19]C(OCC2C=CC=CC=2)=O)[C@@H:6]([CH3:30])[C@@H:5]1[CH:31]1[CH2:33][CH2:32]1)(=[O:3])[CH3:2].C(N1C2C(=CC(C(OCC)=O)=CC=2)[C@H](NC(OCC2C=CC=CC=2)=O)[C@H](C)[C@@H]1C1CC1)(=O)C, predict the reaction product. The product is: [C:1]([N:4]1[C:13]2[C:8](=[CH:9][C:10]([C:14]([O:16][CH2:17][CH3:18])=[O:15])=[CH:11][CH:12]=2)[C@H:7]([NH2:19])[C@@H:6]([CH3:30])[C@@H:5]1[CH:31]1[CH2:32][CH2:33]1)(=[O:3])[CH3:2]. (7) Given the reactants [C:1]([C:3]1[N:4]=[C:5]2[C:10]([N:11]3[CH2:16][CH2:15][O:14][CH2:13][CH2:12]3)=[CH:9][CH:8]=[N:7][N:6]2[C:17]=1[C:18]1[CH:30]=[CH:29][C:21]([C:22]([O:24][C:25]([CH3:28])([CH3:27])[CH3:26])=[O:23])=[CH:20][CH:19]=1)#[CH:2].Br[C:32]1[CH:41]=[CH:40][C:39]2[C:34](=[CH:35][CH:36]=[CH:37][CH:38]=2)[N:33]=1.CN(C=O)C.CCN(C(C)C)C(C)C, predict the reaction product. The product is: [O:14]1[CH2:15][CH2:16][N:11]([C:10]2[C:5]3[N:6]([C:17]([C:18]4[CH:30]=[CH:29][C:21]([C:22]([O:24][C:25]([CH3:26])([CH3:27])[CH3:28])=[O:23])=[CH:20][CH:19]=4)=[C:3]([C:1]#[C:2][C:32]4[CH:41]=[CH:40][C:39]5[C:34](=[CH:35][CH:36]=[CH:37][CH:38]=5)[N:33]=4)[N:4]=3)[N:7]=[CH:8][CH:9]=2)[CH2:12][CH2:13]1.